Dataset: Drug-target binding data from BindingDB using IC50 measurements. Task: Regression. Given a target protein amino acid sequence and a drug SMILES string, predict the binding affinity score between them. We predict pIC50 (pIC50 = -log10(IC50 in M); higher means more potent). Dataset: bindingdb_ic50. (1) The compound is CCOC(=O)c1sc(NC(=S)NC(=O)C2CCCC2)cc1C. The target protein sequence is MSTNPKPQRKTKRNTNRRPQDVKFPGGGQIVGGVYLLPRRGPRLGVRATRKTSERSQPRGRRQPIPKDQRTTGKSWGKPGYPWPLYGNEGLGWAGWLLSPRGSRPSWGPNDPRHRSRNVGKVIDTL. The pIC50 is 4.3. (2) The compound is Cc1ccnc(C(=O)N[C@@H](CC(=O)O)c2ccccc2C)c1. The target protein (P10619) has sequence MIRAAPPPLFLLLLLLLLLVSWASRGEAAPDQDEIQRLPGLAKQPSFRQYSGYLKGSGSKHLHYWFVESQKDPENSPVVLWLNGGPGCSSLDGLLTEHGPFLVQPDGVTLEYNPYSWNLIANVLYLESPAGVGFSYSDDKFYATNDTEVAQSNFEALQDFFRLFPEYKNNKLFLTGESYAGIYIPTLAVLVMQDPSMNLQGLAVGNGLSSYEQNDNSLVYFAYYHGLLGNRLWSSLQTHCCSQNKCNFYDNKDLECVTNLQEVARIVGNSGLNIYNLYAPCAGGVPSHFRYEKDTVVVQDLGNIFTRLPLKRMWHQALLRSGDKVRMDPPCTNTTAASTYLNNPYVRKALNIPEQLPQWDMCNFLVNLQYRRLYRSMNSQYLKLLSSQKYQILLYNGDVDMACNFMGDEWFVDSLNQKMEVQRRPWLVKYGDSGEQIAGFVKEFSHIAFLTIKGAGHMVPTDKPLAAFTMFSRFLNKQPY. The pIC50 is 5.4.